Dataset: Experimentally validated miRNA-target interactions with 360,000+ pairs, plus equal number of negative samples. Task: Binary Classification. Given a miRNA mature sequence and a target amino acid sequence, predict their likelihood of interaction. (1) The miRNA is mmu-miR-9-5p with sequence UCUUUGGUUAUCUAGCUGUAUGA. The protein sequence of the target gene is MWRAEGKWLPKTSRKSVSQSVFCGTSTYCVLNTVPPIEDDHGNSNSSHVKIFLPKKLLECLPKCSSLPKERHRWNTNEEIAAYLITFEKHEEWLTTSPKTRPQNGSMILYNRKKVKYRKDGYCWKKRKDGKTTREDHMKLKVQGVECLYGCYVHSSIIPTFHRRCYWLLQNPDIVLVHYLNVPAIEDCGKPCGPILCSINTDKKEWAKWTKEELIGQLKPMFHGIKWTCSNGNSSSGFSVEQLVQQILDSHQTKPQPRTHNCLCTGSLGAGSSVHHKCNSAKHRIISPKVEPRAGGYGGH.... Result: 1 (interaction). (2) The miRNA is hsa-miR-4662a-5p with sequence UUAGCCAAUUGUCCAUCUUUAG. The protein sequence of the target gene is MWPGILVGGARVASCRYPALGPRLAAHFPAQRPPQRTLQNGLALQRCLHATATRALPLIPIVVEQTGRGERAYDIYSRLLRERIVCVMGPIDDSVASLVIAQLLFLQSESNKKPIHMYINSPGGVVTAGLAIYDTMQYILNPICTWCVGQAASMGSLLLAAGTPGMRHSLPNSRIMIHQPSGGARGQATDIAIQAEEIMKLKKQLYNIYAKHTKQSLQVIESAMERDRYMSPMEAQEFGILDKVLVHPPQDGEDEPTLVQKEPVEAAPAAEPVPAST. Result: 1 (interaction). (3) The miRNA is cel-miR-356a with sequence UUGAGCAACGCGAACAAAUCA. The protein sequence of the target gene is MSKLGRAARGLRKPEVGGVIRAIVRAGLAMPGPPLGPVLGQRGVSINQFCKEFNERTKDIKEGIPLPTKILVKPDRTFEIKIGQPTVSYFLKAAAGIEKGARQTGKEVAGLVTLKHVYEIARIKAQDEAFALQDVPLSSVVRSIIGSARSLGIRVVKDLSSEELAAFQKERAIFLAAQKEADLAAQEEAAKK. Result: 0 (no interaction). (4) The miRNA is hsa-miR-3690 with sequence ACCUGGACCCAGCGUAGACAAAG. The protein sequence of the target gene is MAFPELLDRVGGLGRFQLFQTVALVTPILWVTTQNMLENFSAAVPHHRCWVPLLDNSTSQASIPGDLGPDVLLAVSIPPGPDQQPHQCLRFRQPQWQLTESNATATNWSDAATEPCEDGWVYDHSTFRSTIVTTWDLVCNSQALRPMAQSIFLAGILVGAAVCGHASDRFGRRRVLTWSYLLVSVSGTAAAFMPTFPLYCLFRFLLASAVAGVMMNTASLLMEWTSAQGSPLVMTLNALGFSFGQVLTGSVAYGVRSWRMLQLAVSAPFFLFFVYSWWLPESARWLITVGKLDQGLQELQ.... Result: 0 (no interaction). (5) The miRNA is mmu-miR-143-5p with sequence GGUGCAGUGCUGCAUCUCUGG. The protein sequence of the target gene is MVKIVTVKTQAYQDQKPGTSGLRKRVKVFQSSANYAENFIQSIISTVEPAQRQEATLVVGGDGRFYMKEAIQLIARIAAANGIGRLVIGQNGILSTPAVSCIIRKIKAIGGIILTASHNPGGPNGDFGIKFNISNGGPAPEAITDKIFQISKTIEEYAVCPDLKVDLGVLGKQQFDLENKFKPFTVEIVDSVEAYATMLRSIFDFSALKELLSGPNRLKIRIDAMHGVVGPYVKKILCEELGAPANSAVNCVPLEDFGGHHPDPNLTYAADLVETMKSGEHDFGAAFDGDGDRNMILGKH.... Result: 0 (no interaction). (6) The miRNA is rno-miR-100-5p with sequence AACCCGUAGAUCCGAACUUGUG. The protein sequence of the target gene is MEALGTGRDRTSQASATESLDLRRLSTRADSAYSSFSTASGDPETRTPSPGTERLPYLDWDYVRVVWGSQSPTSKDAVLSTTQRPVQAVAGHSDPRSPEVQGSPGPLNRQDTPLLYALAAEAEATAHTAEPPSPPASRDAYRQRLQGAQRRVLRETSFQRKEFRMSLPGRLRPAVPTRLPTAHVRSASSSQELGEEEPARTAVPALAAAGRGRLSSQQRQCCFSEPGKLHRVGWSGGPTGEDLRKDYSTQELQRGMHAKSKGLLETQSLSSTELNSGPADLGNAHRPAGRSQSVSGEVMG.... Result: 0 (no interaction). (7) The miRNA is hsa-miR-4537 with sequence UGAGCCGAGCUGAGCUUAGCUG. The protein sequence of the target gene is MDSLLMNRRKFLYQFKNVRWAKGRRETYLCYVVKRRDSATSFSLDFGYLRNKNGCHVELLFLRYISDWDLDPGRCYRVTWFTSWSPCYDCARHVADFLRGNPNLSLRIFTARLYFCEDRKAEPEGLRRLHRAGVQIAIMTFKDYFYCWNTFVENHERTFKAWEGLHENSVRLSRQLRRILLPLYEVDDLRDAFRTLGL. Result: 0 (no interaction).